Dataset: Forward reaction prediction with 1.9M reactions from USPTO patents (1976-2016). Task: Predict the product of the given reaction. (1) The product is: [CH:1]1[C:10]2[C:5](=[CH:6][CH:7]=[CH:8][CH:9]=2)[CH:4]=[C:3]([NH:11][C:12](=[O:41])[O:13][CH2:14][C@@H:15]([N:27]([CH3:40])[C:28]([NH:30][CH2:31][C:32]2[CH:37]=[CH:36][CH:35]=[C:34]([F:38])[C:33]=2[Cl:39])=[O:29])[CH2:16][C:17]2[N:21]3[CH:22]=[CH:23][N:24]=[CH:25][C:20]3=[CH:19][N:18]=2)[N:2]=1. Given the reactants [CH:1]1[C:10]2[C:5](=[CH:6][CH:7]=[CH:8][CH:9]=2)[CH:4]=[C:3]([NH:11][C:12](=[O:41])[O:13][CH2:14][C@@H:15]([N:27]([CH3:40])[C:28]([NH:30][CH2:31][C:32]2[CH:37]=[CH:36][CH:35]=[C:34]([F:38])[C:33]=2[Cl:39])=[O:29])[CH2:16][C:17](=O)[NH:18][CH2:19][C:20]2[CH:25]=[N:24][CH:23]=[CH:22][N:21]=2)[N:2]=1.P(Cl)(Cl)(Cl)=O, predict the reaction product. (2) Given the reactants [CH3:1][C:2]1[C:6]([CH2:7][N:8]2[CH:12]=[C:11]([N:13]3[C:17](=[O:18])[CH2:16][NH:15][C:14]3=[O:19])[CH:10]=[N:9]2)=[C:5]([CH3:20])[O:4][N:3]=1.Cl[CH2:22][C:23]1[C:24]([CH3:29])=[N:25][O:26][C:27]=1[CH3:28], predict the reaction product. The product is: [CH3:29][C:24]1[C:23]([CH2:22][N:15]2[CH2:16][C:17](=[O:18])[N:13]([C:11]3[CH:10]=[N:9][N:8]([CH2:7][C:6]4[C:2]([CH3:1])=[N:3][O:4][C:5]=4[CH3:20])[CH:12]=3)[C:14]2=[O:19])=[C:27]([CH3:28])[O:26][N:25]=1. (3) Given the reactants Br[C:2]1[N:3]=[C:4]([NH:11][C:12]2[CH:20]=[C:19]3[C:15]([CH:16]=[CH:17][NH:18]3)=[CH:14][CH:13]=2)[C:5]2[N:6]([CH:8]=[CH:9][N:10]=2)[CH:7]=1.S(O)(O)(=O)=O.[NH2:26][C:27]1[CH:28]=[C:29](B(O)O)[CH:30]=[CH:31][CH:32]=1.N[C:37]1[CH:38]=[C:39](B(O)O)[CH:40]=[CH:41][CH:42]=1.[C:46]([O-:49])([O-])=O.[Na+].[Na+], predict the reaction product. The product is: [C:15]([C:42]1[CH:41]=[CH:40][C:39]([C:46]([NH:26][C:27]2[CH:28]=[CH:29][CH:30]=[C:31]([C:2]3[N:3]=[C:4]([NH:11][C:12]4[CH:20]=[C:19]5[C:15]([CH:16]=[CH:17][NH:18]5)=[CH:14][CH:13]=4)[C:5]4[N:6]([CH:8]=[CH:9][N:10]=4)[CH:7]=3)[CH:32]=2)=[O:49])=[CH:38][CH:37]=1)([CH3:19])([CH3:16])[CH3:14]. (4) The product is: [NH:21]1[CH:25]=[CH:24][N:23]=[C:22]1[C:3]1([CH2:6][NH2:7])[CH2:5][CH2:4]1. Given the reactants C([C:3]1([CH2:6][NH:7]C(=O)OC(C)(C)C)[CH2:5][CH2:4]1)=O.[OH-].[NH4+].C(=O)C=O.[NH:21]1[CH:25]=[CH:24][N:23]=[CH:22]1, predict the reaction product. (5) Given the reactants [CH3:1][C:2]1[CH:7]=[CH:6][C:5]([S:8]([N:11]([CH2:15][C:16]#[CH:17])[CH2:12][C:13]#[CH:14])(=[O:10])=[O:9])=[CH:4][CH:3]=1.[S:18]1C=CC=C1CC(O)=O.CC(N=NC(C#N)(C)C)(C#N)C, predict the reaction product. The product is: [CH3:1][C:2]1[CH:7]=[CH:6][C:5]([S:8]([N:11]2[CH2:12][C:13]3=[CH:14][S:18][CH:17]=[C:16]3[CH2:15]2)(=[O:10])=[O:9])=[CH:4][CH:3]=1. (6) The product is: [OH:16][C:6]1[C:5]([OH:4])=[CH:10][C:9]([C:11]#[N:12])=[C:8]([C:26]2[CH:25]=[CH:24][CH:23]=[C:22]([CH2:21][OH:20])[CH:27]=2)[C:7]=1[C:14]#[N:15]. Given the reactants C([O:4][C:5]1[CH:10]=[C:9]([C:11]#[N:12])[C:8](Br)=[C:7]([C:14]#[N:15])[C:6]=1[O:16]C(=O)C)(=O)C.[OH:20][CH2:21][C:22]1[CH:23]=[C:24](B(O)O)[CH:25]=[CH:26][CH:27]=1, predict the reaction product.